This data is from Peptide-MHC class II binding affinity with 134,281 pairs from IEDB. The task is: Regression. Given a peptide amino acid sequence and an MHC pseudo amino acid sequence, predict their binding affinity value. This is MHC class II binding data. (1) The binding affinity (normalized) is 0. The peptide sequence is AANIRALNMPPSLDCRY. The MHC is DRB1_0301 with pseudo-sequence DRB1_0301. (2) The peptide sequence is GSMAKKGDEQKLRSA. The MHC is HLA-DQA10102-DQB10602 with pseudo-sequence HLA-DQA10102-DQB10602. The binding affinity (normalized) is 0.0352. (3) The peptide sequence is VRFQEAANKQKQELD. The MHC is DRB1_1101 with pseudo-sequence DRB1_1101. The binding affinity (normalized) is 0.188. (4) The peptide sequence is IIFSKNLNIKLNMPL. The MHC is DRB3_0202 with pseudo-sequence DRB3_0202. The binding affinity (normalized) is 0.799. (5) The binding affinity (normalized) is 0.509. The peptide sequence is WENVPFCSHHFHELQ. The MHC is HLA-DQA10501-DQB10302 with pseudo-sequence HLA-DQA10501-DQB10302.